This data is from Full USPTO retrosynthesis dataset with 1.9M reactions from patents (1976-2016). The task is: Predict the reactants needed to synthesize the given product. Given the product [O:21]1[C:22]2[C:23](=[N:24][CH:25]=[CH:26][CH:27]=2)[O:28][C@@H:19]([C:16]2[CH:15]=[CH:14][C:13]([CH2:12][N:9]3[CH2:10][CH2:11][CH:6]([C:4]([OH:5])=[O:3])[CH2:7][CH2:8]3)=[CH:18][CH:17]=2)[CH2:20]1, predict the reactants needed to synthesize it. The reactants are: C([O:3][C:4]([CH:6]1[CH2:11][CH2:10][N:9]([CH2:12][C:13]2[CH:18]=[CH:17][C:16]([C@@H:19]3[O:28][C:23]4=[N:24][CH:25]=[CH:26][CH:27]=[C:22]4[O:21][CH2:20]3)=[CH:15][CH:14]=2)[CH2:8][CH2:7]1)=[O:5])C.